Dataset: Forward reaction prediction with 1.9M reactions from USPTO patents (1976-2016). Task: Predict the product of the given reaction. (1) Given the reactants [Cl:1][C:2]1[CH:7]=[CH:6][C:5]([Cl:8])=[CH:4][C:3]=1[CH:9]([C:21]1[CH:26]=[CH:25][C:24]([S:27]([CH3:30])(=[O:29])=[O:28])=[CH:23][CH:22]=1)[CH2:10][C:11]([C:13]1[CH:14]=[CH:15][C:16](=[O:20])[N:17]([CH3:19])[CH:18]=1)=O.Cl.[NH2:32][OH:33].C(=O)([O-])O.[Na+], predict the reaction product. The product is: [Cl:1][C:2]1[CH:7]=[CH:6][C:5]([Cl:8])=[CH:4][C:3]=1[CH:9]([C:21]1[CH:22]=[CH:23][C:24]([S:27]([CH3:30])(=[O:28])=[O:29])=[CH:25][CH:26]=1)[CH2:10]/[C:11](/[C:13]1[CH:14]=[CH:15][C:16](=[O:20])[N:17]([CH3:19])[CH:18]=1)=[N:32]\[OH:33]. (2) Given the reactants [H-].[Na+].[OH:3][C:4]1[CH:9]=[CH:8][C:7]([C:10]2[CH:15]=[C:14]([CH2:16][CH2:17][CH3:18])[CH:13]=[CH:12][C:11]=2[OH:19])=[CH:6][C:5]=1[CH2:20][CH:21]1[CH2:25][O:24][C:23](=[O:26])[O:22]1.[CH3:27][O:28][CH2:29]Br.C1[CH2:35][O:34][CH2:33]C1, predict the reaction product. The product is: [CH3:27][O:28][CH2:29][O:3][C:4]1[CH:9]=[CH:8][C:7]([C:10]2[CH:15]=[C:14]([CH2:16][CH2:17][CH3:18])[CH:13]=[CH:12][C:11]=2[O:19][CH2:33][O:34][CH3:35])=[CH:6][C:5]=1[CH2:20][CH:21]1[CH2:25][O:24][C:23](=[O:26])[O:22]1. (3) The product is: [C:1]([O:5][C:6]([N:8]1[CH2:14][CH2:13][C:12]2[C:15]([CH2:20][CH2:21][C:22]3[S:23][CH:24]=[CH:25][N:26]=3)=[C:16]([Cl:19])[CH:17]=[CH:18][C:11]=2[CH2:10][CH2:9]1)=[O:7])([CH3:4])([CH3:2])[CH3:3]. Given the reactants [C:1]([O:5][C:6]([N:8]1[CH2:14][CH2:13][C:12]2[C:15]([C:20]#[C:21][C:22]3[S:23][CH:24]=[CH:25][N:26]=3)=[C:16]([Cl:19])[CH:17]=[CH:18][C:11]=2[CH2:10][CH2:9]1)=[O:7])([CH3:4])([CH3:3])[CH3:2].C(O)(=O)C, predict the reaction product. (4) Given the reactants BrCCBr.[CH2:5](I)[C:6]([CH3:9])([CH3:8])[CH3:7].Br[C:12]1[C:17]([O:18][CH2:19][C:20]2[N:21]([CH3:25])[N:22]=[CH:23][N:24]=2)=[N:16][N:15]2[C:26]([C:29]3[CH:34]=[CH:33][CH:32]=[CH:31][C:30]=3[F:35])=[N:27][N:28]=[C:14]2[CH:13]=1.O1C=CC=C1P(C1OC=CC=1)C1OC=CC=1, predict the reaction product. The product is: [CH3:7][C:6]([CH3:9])([CH3:8])[CH2:5][C:12]1[C:17]([O:18][CH2:19][C:20]2[N:21]([CH3:25])[N:22]=[CH:23][N:24]=2)=[N:16][N:15]2[C:26]([C:29]3[CH:34]=[CH:33][CH:32]=[CH:31][C:30]=3[F:35])=[N:27][N:28]=[C:14]2[CH:13]=1. (5) The product is: [CH3:23][S:20]([C:17]1[CH:18]=[CH:19][C:14]([CH2:13][N:1]2[C:9]3[C:4](=[CH:5][C:6]([CH:10]=[O:11])=[CH:7][CH:8]=3)[CH:3]=[N:2]2)=[C:15]([C:24]([F:25])([F:27])[F:26])[CH:16]=1)(=[O:22])=[O:21]. Given the reactants [NH:1]1[C:9]2[C:4](=[CH:5][C:6]([CH:10]=[O:11])=[CH:7][CH:8]=2)[CH:3]=[N:2]1.Br[CH2:13][C:14]1[CH:19]=[CH:18][C:17]([S:20]([CH3:23])(=[O:22])=[O:21])=[CH:16][C:15]=1[C:24]([F:27])([F:26])[F:25], predict the reaction product. (6) Given the reactants [C:1]1([C:7](=O)[CH2:8][C:9]2[CH:14]=[CH:13][C:12]([CH3:15])=[CH:11][CH:10]=2)[CH:6]=[CH:5][CH:4]=[CH:3][CH:2]=1.[CH2:17]([O:19][C:20]1[CH:21]=[C:22]([CH:25]=[C:26]([N+:29]([O-:31])=[O:30])[C:27]=1[OH:28])[CH:23]=O)[CH3:18].[NH2:32][C:33]([NH2:35])=[O:34].Cl, predict the reaction product. The product is: [CH2:17]([O:19][C:20]1[CH:21]=[C:22]([CH:23]2[C:8]([C:9]3[CH:14]=[CH:13][C:12]([CH3:15])=[CH:11][CH:10]=3)=[C:7]([C:1]3[CH:6]=[CH:5][CH:4]=[CH:3][CH:2]=3)[NH:35][C:33](=[O:34])[NH:32]2)[CH:25]=[C:26]([N+:29]([O-:31])=[O:30])[C:27]=1[OH:28])[CH3:18]. (7) Given the reactants [N-:1]=[N+:2]=[N-:3].[Na+].[C@H:5]12[CH2:13][C@H:9]([O:10][C:11]1=[O:12])[CH:8]=[CH:7][CH2:6]2, predict the reaction product. The product is: [N:1]([C@H:9]1[CH:8]=[CH:7][CH2:6][C@H:5]([C:11]([OH:12])=[O:10])[CH2:13]1)=[N+:2]=[N-:3]. (8) The product is: [N:4]1[CH:13]=[C:14]([CH:15]2[CH2:20][CH2:19][N:18]([C:21]([O:23][C:24]([CH3:27])([CH3:26])[CH3:25])=[O:22])[CH2:17][CH2:16]2)[N:6]2[CH:7]=[CH:2][CH:3]=[CH:28][C:5]=12. Given the reactants Br[C:2]1(Br)[C:7](=O)[NH:6][C:5](=O)[NH:4][C:3]1=O.O=[CH:13][CH2:14][CH:15]1[CH2:20][CH2:19][N:18]([C:21]([O:23][C:24]([CH3:27])([CH3:26])[CH3:25])=[O:22])[CH2:17][CH2:16]1.[CH2:28](OCC)C, predict the reaction product.